Task: Predict the product of the given reaction.. Dataset: Forward reaction prediction with 1.9M reactions from USPTO patents (1976-2016) (1) Given the reactants C[Si]([N-][Si](C)(C)C)(C)C.[Li+].[Br:11][C:12]1[CH:17]=[CH:16][C:15]([CH2:18][C:19]([O:21][C:22]([CH3:25])([CH3:24])[CH3:23])=[O:20])=[CH:14][CH:13]=1.[CH2:26]([O:33][C:34](=[O:37])[CH2:35]Br)[C:27]1[CH:32]=[CH:31][CH:30]=[CH:29][CH:28]=1.[Cl-].[NH4+], predict the reaction product. The product is: [Br:11][C:12]1[CH:13]=[CH:14][C:15]([CH:18]([CH2:35][C:34]([O:33][CH2:26][C:27]2[CH:32]=[CH:31][CH:30]=[CH:29][CH:28]=2)=[O:37])[C:19]([O:21][C:22]([CH3:25])([CH3:24])[CH3:23])=[O:20])=[CH:16][CH:17]=1. (2) Given the reactants [N:1]1([C:7](=[O:28])[CH2:8][CH:9]([CH2:13][S:14]([CH2:17][C:18]2[CH:23]=[CH:22][CH:21]=[CH:20][C:19]=2[C:24]([F:27])([F:26])[F:25])(=[O:16])=[O:15])[C:10]([OH:12])=O)[CH2:6][CH2:5][O:4][CH2:3][CH2:2]1.C(Cl)CCl.C1C=C[C:36]2[N:41](O)N=[N:39][C:37]=2C=1.Cl.NCC#N.CN1CCOCC1, predict the reaction product. The product is: [C:37]([CH2:36][NH:41][C:10](=[O:12])[CH:9]([CH2:13][S:14]([CH2:17][C:18]1[CH:23]=[CH:22][CH:21]=[CH:20][C:19]=1[C:24]([F:27])([F:25])[F:26])(=[O:15])=[O:16])[CH2:8][C:7]([N:1]1[CH2:2][CH2:3][O:4][CH2:5][CH2:6]1)=[O:28])#[N:39]. (3) Given the reactants [CH2:1]([O:3][C:4]1[CH:5]=[C:6]2[C:11](=[CH:12][C:13]=1[OH:14])[CH:10]=[N:9][CH:8]([CH3:15])[CH2:7]2)[CH3:2].CN([CH:19]=[C:20]([C:26](=[O:28])[CH3:27])[C:21]([O:23][CH2:24][CH3:25])=[O:22])C, predict the reaction product. The product is: [CH2:1]([O:3][C:4]1[C:13]([OH:14])=[CH:12][C:11]2[CH:10]3[N:9]([CH:8]([CH3:15])[CH2:7][C:6]=2[CH:5]=1)[CH:19]=[C:20]([C:21]([O:23][CH2:24][CH3:25])=[O:22])[C:26](=[O:28])[CH2:27]3)[CH3:2]. (4) Given the reactants Cl[C:2]1[CH:3]=[C:4]([CH:8]([O:10][C:11]2[CH:16]=[CH:15][CH:14]=[CH:13][C:12]=2[CH2:17][C:18]([O:20]C)=[O:19])[CH3:9])[CH:5]=[CH:6][CH:7]=1.Cl.[NH2:23][CH2:24][C:25]1[C:26]([F:34])=[C:27](B(O)O)[CH:28]=[CH:29][CH:30]=1, predict the reaction product. The product is: [NH2:23][CH2:24][C:25]1[C:26]([F:34])=[C:27]([C:2]2[CH:7]=[CH:6][CH:5]=[C:4]([CH:8]([O:10][C:11]3[CH:16]=[CH:15][CH:14]=[CH:13][C:12]=3[CH2:17][C:18]([OH:20])=[O:19])[CH3:9])[CH:3]=2)[CH:28]=[CH:29][CH:30]=1. (5) The product is: [NH2:1][C:2]1([C:23]([OH:25])=[O:24])[CH2:3][CH2:4][N:5]([C:8]2[C:17]3[CH2:16][CH2:15][CH2:14][C:13]4([CH2:21][CH2:20][CH2:19][CH2:18]4)[C:12]=3[N:11]=[C:10]([NH2:22])[N:9]=2)[CH2:6][CH2:7]1. Given the reactants [NH2:1][C:2]1([C:23]([O:25]C)=[O:24])[CH2:7][CH2:6][N:5]([C:8]2[C:17]3[CH2:16][CH2:15][CH2:14][C:13]4([CH2:21][CH2:20][CH2:19][CH2:18]4)[C:12]=3[N:11]=[C:10]([NH2:22])[N:9]=2)[CH2:4][CH2:3]1.[OH-].[Na+], predict the reaction product. (6) Given the reactants [OH:1][C:2]1[CH:3]=[C:4]2[C:8](=[CH:9][CH:10]=1)[NH:7][C:6]([C:11]([OH:13])=O)=[CH:5]2.[CH2:14]([N:16]([CH2:27][CH3:28])[CH2:17][CH2:18][O:19][C:20]1[CH:26]=[CH:25][C:23]([NH2:24])=[CH:22][CH:21]=1)[CH3:15], predict the reaction product. The product is: [CH2:5]([O:1][C:2]1[CH:3]=[C:4]2[C:8](=[CH:9][CH:10]=1)[NH:7][C:6]([C:11]([NH:24][C:23]1[CH:22]=[CH:21][C:20]([O:19][CH2:18][CH2:17][N:16]([CH2:14][CH3:15])[CH2:27][CH3:28])=[CH:26][CH:25]=1)=[O:13])=[CH:5]2)[C:4]1[CH:8]=[CH:9][CH:10]=[CH:2][CH:3]=1.